From a dataset of Peptide-MHC class II binding affinity with 134,281 pairs from IEDB. Regression. Given a peptide amino acid sequence and an MHC pseudo amino acid sequence, predict their binding affinity value. This is MHC class II binding data. (1) The peptide sequence is AFILDGDNLFPKV. The MHC is HLA-DQA10301-DQB10302 with pseudo-sequence HLA-DQA10301-DQB10302. The binding affinity (normalized) is 0.0419. (2) The MHC is HLA-DQA10501-DQB10303 with pseudo-sequence HLA-DQA10501-DQB10303. The peptide sequence is VAIKGPLRISASSAA. The binding affinity (normalized) is 0.557. (3) The peptide sequence is FYNEKAFLLTTFDVS. The MHC is HLA-DQA10301-DQB10302 with pseudo-sequence HLA-DQA10301-DQB10302. The binding affinity (normalized) is 0.376. (4) The peptide sequence is KPTGAGPKDNGGACG. The MHC is DRB1_0405 with pseudo-sequence DRB1_0405. The binding affinity (normalized) is 0. (5) The peptide sequence is WASHIHLVIHRIRTL. The MHC is HLA-DQA10501-DQB10303 with pseudo-sequence HLA-DQA10501-DQB10303. The binding affinity (normalized) is 0. (6) The peptide sequence is PEEFAVVDLSKMRAV. The MHC is DRB1_1602 with pseudo-sequence DRB1_1602. The binding affinity (normalized) is 0.421. (7) The peptide sequence is KWMMAMKYPITADKR. The MHC is DRB4_0101 with pseudo-sequence DRB4_0103. The binding affinity (normalized) is 0.340. (8) The peptide sequence is EITGIMKDFDEPGHL. The MHC is HLA-DQA10301-DQB10302 with pseudo-sequence HLA-DQA10301-DQB10302. The binding affinity (normalized) is 0.167. (9) The binding affinity (normalized) is 0.349. The MHC is DRB1_1101 with pseudo-sequence DRB1_1101. The peptide sequence is DWQQVPFCSHHFHELIM.